From a dataset of NCI-60 drug combinations with 297,098 pairs across 59 cell lines. Regression. Given two drug SMILES strings and cell line genomic features, predict the synergy score measuring deviation from expected non-interaction effect. Drug 1: C1=CC=C(C(=C1)C(C2=CC=C(C=C2)Cl)C(Cl)Cl)Cl. Drug 2: COC1=C2C(=CC3=C1OC=C3)C=CC(=O)O2. Cell line: RPMI-8226. Synergy scores: CSS=-8.74, Synergy_ZIP=8.13, Synergy_Bliss=4.25, Synergy_Loewe=-4.71, Synergy_HSA=-5.68.